Task: Regression/Classification. Given a drug SMILES string, predict its absorption, distribution, metabolism, or excretion properties. Task type varies by dataset: regression for continuous measurements (e.g., permeability, clearance, half-life) or binary classification for categorical outcomes (e.g., BBB penetration, CYP inhibition). For this dataset (b3db_regression), we predict Y.. Dataset: Blood-brain barrier permeability regression values from the B3DB database (1) The compound is CN(C)CC1=CC(=CC=C1)C2=NC(=NN2CCO)C3=CC=C(C=C3)OC. The Y is 0.710 log(BB ratio). (2) The drug is CC1=NC=C2N1C3=C(C=C(C=C3)Cl)C(=N[C@@H]2O)C4=CC=CC=C4F. The Y is -0.0300 log(BB ratio). (3) The drug is CN1C2=C(C=CC(=C2)[C@H](C3=CC=C(C=C3)Cl)N4C=NC=N4)N=N1. The Y is -0.160 log(BB ratio). (4) The drug is C1CN(CCC1CNC2=NC=CC=N2)C(=O)OCC3=CC=CC=C3. The Y is -0.370 log(BB ratio). (5) The molecule is CC1=C2C(=CC=C1)C3CNCCC3(C4=CC=CC=C4O2)O. The Y is 0.520 log(BB ratio). (6) The compound is C1CCN(CC1)C2=NC(=NC3=C2N=C(N=C3N4CCCCC4)N(CCO)CCO)N(CCO)CCO. The Y is 0 log(BB ratio).